Dataset: Reaction yield outcomes from USPTO patents with 853,638 reactions. Task: Predict the reaction yield, written as a fraction of the theoretical maximum amount of product (1.0 means a 100% yield; for example, 0.34 means a 34% yield). The reactants are C([O-])(=O)C.[NH4+].[OH:6][C:7]1[CH:8]=[C:9]([CH:12]=[CH:13][C:14]=1[OH:15])[CH:10]=O.[N+:16]([CH3:19])([O-:18])=[O:17]. No catalyst specified. The product is [N+:16]([CH:19]=[CH:10][C:9]1[CH:8]=[C:7]([OH:6])[C:14]([OH:15])=[CH:13][CH:12]=1)([O-:18])=[O:17]. The yield is 0.610.